This data is from Full USPTO retrosynthesis dataset with 1.9M reactions from patents (1976-2016). The task is: Predict the reactants needed to synthesize the given product. Given the product [NH2:18][C:15]1[C:14]2[C:9]([O:8][CH2:1][C:2]3[CH:3]=[CH:4][CH:5]=[CH:6][CH:7]=3)=[N:10][CH:11]=[CH:12][C:13]=2[N:17]([C:19]2([CH2:24][C:25]#[N:26])[CH2:23][CH2:22][CH2:21][CH2:20]2)[N:16]=1, predict the reactants needed to synthesize it. The reactants are: [CH2:1]([O:8][C:9]1[C:14]2[C:15]([NH2:18])=[N:16][NH:17][C:13]=2[CH:12]=[CH:11][N:10]=1)[C:2]1[CH:7]=[CH:6][CH:5]=[CH:4][CH:3]=1.[C:19]1(=[CH:24][C:25]#[N:26])[CH2:23][CH2:22][CH2:21][CH2:20]1.C1CCN2C(=NCCC2)CC1.